This data is from CYP2C9 substrate classification data from Carbon-Mangels et al.. The task is: Regression/Classification. Given a drug SMILES string, predict its absorption, distribution, metabolism, or excretion properties. Task type varies by dataset: regression for continuous measurements (e.g., permeability, clearance, half-life) or binary classification for categorical outcomes (e.g., BBB penetration, CYP inhibition). Dataset: cyp2c9_substrate_carbonmangels. (1) The drug is CCOC(=O)N1CCC(=C2c3ccc(Cl)cc3CCc3cccnc32)CC1. The result is 0 (non-substrate). (2) The molecule is Clc1cccc([C@H](c2ccc3nc[nH]c3c2)n2ccnc2)c1. The result is 0 (non-substrate). (3) The molecule is COC(=O)C1=C(C)NC(C)=C(C(=O)OC)C1c1ccccc1[N+](=O)[O-]. The result is 0 (non-substrate). (4) The compound is C[C@]12CC[C@@H]3c4ccc(O)cc4CC[C@H]3[C@@H]1CCC2=O. The result is 1 (substrate). (5) The compound is Cc1noc(NS(=O)(=O)c2ccc(N)cc2)c1C. The result is 0 (non-substrate). (6) The drug is C1CCC(C(C[C@H]2CCCCN2)C2CCCCC2)CC1. The result is 0 (non-substrate). (7) The drug is CC(C)(Oc1ccc([C@@H]2CC2(Cl)Cl)cc1)C(=O)O. The result is 0 (non-substrate).